Task: Predict the product of the given reaction.. Dataset: Forward reaction prediction with 1.9M reactions from USPTO patents (1976-2016) Given the reactants [C:1]([CH2:3][C:4]1[C:12]([O:13][CH3:14])=[CH:11][C:10]([CH3:15])=[C:9]2[C:5]=1[CH:6]=[CH:7][N:8]2[C:16]([O:18][C:19]([CH3:22])([CH3:21])[CH3:20])=[O:17])#[N:2].CI.[CH3:25][Si]([N-][Si](C)(C)C)(C)C.[Li+], predict the reaction product. The product is: [C:1]([CH:3]([C:4]1[C:12]([O:13][CH3:14])=[CH:11][C:10]([CH3:15])=[C:9]2[C:5]=1[CH:6]=[CH:7][N:8]2[C:16]([O:18][C:19]([CH3:22])([CH3:21])[CH3:20])=[O:17])[CH3:25])#[N:2].